From a dataset of Forward reaction prediction with 1.9M reactions from USPTO patents (1976-2016). Predict the product of the given reaction. (1) Given the reactants Br[C:2]1[S:3][CH:4]=[CH:5][N:6]=1.[Li]CCCC.I[C:13]1[CH:23]=[CH:22][C:16]([C:17]([O:19][CH2:20][CH3:21])=[O:18])=[CH:15][CH:14]=1.O.O.[Na+].[Na+].C(N(CC(O)=O)CC(O)=O)CN(CC([O-])=O)CC([O-])=O.C(=O)([O-])O.[Na+], predict the reaction product. The product is: [S:3]1[CH:4]=[CH:5][N:6]=[C:2]1[C:13]1[CH:23]=[CH:22][C:16]([C:17]([O:19][CH2:20][CH3:21])=[O:18])=[CH:15][CH:14]=1. (2) The product is: [N:1]1[CH:6]=[CH:5][CH:4]=[C:3]([NH:7][C:8]([C:10]2[CH:11]=[CH:12][C:13]([CH2:14][NH:15][S:16]([C:19]3[CH:20]=[CH:21][C:22]([CH2:25][CH2:26][CH2:27][O:28][CH2:29][CH2:30][O:31][CH2:32][CH2:33][O:34][CH2:35][CH2:36][O:37][CH2:38][CH2:39][O:40][CH2:41][CH2:42][O:43][CH2:44][CH2:45][NH:46][C:47](=[O:53])[O:48][C:49]([CH3:50])([CH3:51])[CH3:52])=[CH:23][CH:24]=3)(=[O:17])=[O:18])=[CH:54][CH:55]=2)=[O:9])[CH:2]=1. Given the reactants [N:1]1[CH:6]=[CH:5][CH:4]=[C:3]([NH:7][C:8]([C:10]2[CH:55]=[CH:54][C:13]([CH2:14][NH:15][S:16]([C:19]3[CH:24]=[CH:23][C:22]([C:25]#[C:26][CH2:27][O:28][CH2:29][CH2:30][O:31][CH2:32][CH2:33][O:34][CH2:35][CH2:36][O:37][CH2:38][CH2:39][O:40][CH2:41][CH2:42][O:43][CH2:44][CH2:45][NH:46][C:47](=[O:53])[O:48][C:49]([CH3:52])([CH3:51])[CH3:50])=[CH:21][CH:20]=3)(=[O:18])=[O:17])=[CH:12][CH:11]=2)=[O:9])[CH:2]=1, predict the reaction product.